This data is from Reaction yield outcomes from USPTO patents with 853,638 reactions. The task is: Predict the reaction yield, written as a fraction of the theoretical maximum amount of product (1.0 means a 100% yield; for example, 0.34 means a 34% yield). The reactants are [CH3:1][C:2]1[N:3]([S:16]([C:19]2[CH:24]=[CH:23][CH:22]=[CH:21][CH:20]=2)(=[O:18])=[O:17])[C:4]([C:10]2[CH:15]=[CH:14][CH:13]=[CH:12][CH:11]=2)=[C:5]([CH3:9])[C:6]=1[CH2:7][OH:8].C[N+]1([O-])CCOCC1. The catalyst is [Ru]([O-])(=O)(=O)=O.C([N+](CCC)(CCC)CCC)CC. The product is [CH3:1][C:2]1[N:3]([S:16]([C:19]2[CH:24]=[CH:23][CH:22]=[CH:21][CH:20]=2)(=[O:18])=[O:17])[C:4]([C:10]2[CH:15]=[CH:14][CH:13]=[CH:12][CH:11]=2)=[C:5]([CH3:9])[C:6]=1[CH:7]=[O:8]. The yield is 0.710.